From a dataset of HIV replication inhibition screening data with 41,000+ compounds from the AIDS Antiviral Screen. Binary Classification. Given a drug SMILES string, predict its activity (active/inactive) in a high-throughput screening assay against a specified biological target. (1) The molecule is CC(C)C1CCC(=O)CC1CCCCC1CC(=O)CC1O[Si](C)(C)C(C)(C)C. The result is 0 (inactive). (2) The drug is CSC1=NS(=O)(=O)c2cc(C(=O)NN(C)C(=O)c3cc4c(cc3Cl)SC(SC)=NS4(=O)=O)c(Cl)cc2S1. The result is 0 (inactive). (3) The molecule is O=C(Nc1ccc(C2=NCCN2)cc1)c1ccc(C(=O)Nc2ccc(C3=NCCN3)cc2)c(Br)c1. The result is 1 (active). (4) The compound is CCCCCCCCCCCCCCCCCCOC(COP(=O)(O)OCC1OC(n2cc(C)c(=O)[nH]c2=O)CC1N=[N+]=[N-])COP(=O)(O)OC1CC(n2cc(C)c(=O)[nH]c2=O)OC1CO. The result is 1 (active). (5) The compound is COc1cc(C2c3cc4c(cc3OC(Nc3ccccc3)C2C)OCO4)cc(OC)c1OC. The result is 0 (inactive).